This data is from Full USPTO retrosynthesis dataset with 1.9M reactions from patents (1976-2016). The task is: Predict the reactants needed to synthesize the given product. (1) Given the product [CH2:25]([O:32][C:33]1[CH:38]=[CH:37][C:36]([CH2:39][CH2:20][Cl:24])=[C:35]([N+:42]([O-:44])=[O:43])[CH:34]=1)[C:26]1[CH:27]=[CH:28][CH:29]=[CH:30][CH:31]=1, predict the reactants needed to synthesize it. The reactants are: C1(P(C2C=CC=CC=2)C2C=CC=CC=2)C=CC=CC=1.[C:20]([Cl:24])(Cl)(Cl)Cl.[CH2:25]([O:32][C:33]1[CH:38]=[CH:37][C:36]([CH2:39]CO)=[C:35]([N+:42]([O-:44])=[O:43])[CH:34]=1)[C:26]1[CH:31]=[CH:30][CH:29]=[CH:28][CH:27]=1. (2) Given the product [CH3:1][C:2]([N:5]1[C:9]2[N:10]=[C:11]([C:30]3[CH:29]=[N:28][CH:33]=[CH:32][CH:31]=3)[CH:12]=[C:13]([C:14]([O:16][CH2:17][CH3:18])=[O:15])[C:8]=2[C:7]([CH3:27])=[N:6]1)([CH3:4])[CH3:3], predict the reactants needed to synthesize it. The reactants are: [CH3:1][C:2]([N:5]1[C:9]2[N:10]=[C:11](OS(C(F)(F)F)(=O)=O)[CH:12]=[C:13]([C:14]([O:16][CH2:17][CH3:18])=[O:15])[C:8]=2[C:7]([CH3:27])=[N:6]1)([CH3:4])[CH3:3].[N:28]1[CH:33]=[CH:32][CH:31]=[C:30](B(O)O)[CH:29]=1.C([O-])(O)=O.[Na+].O1CCOCC1. (3) Given the product [CH3:18][N:19]([CH3:12])[C:23]([C:2]1[C:3]([CH3:11])=[C:4]([C:7]([O:9][CH3:10])=[O:8])[S:5][CH:6]=1)=[CH2:22], predict the reactants needed to synthesize it. The reactants are: Br[C:2]1[C:3]([CH3:11])=[C:4]([C:7]([O:9][CH3:10])=[O:8])[S:5][CH:6]=1.[C:12]([O-])([O-])=O.[K+].[K+].[CH3:18][N:19]1[C:23](B2OC(C)(C)C(C)(C)O2)=[CH:22]C=N1. (4) Given the product [C:2]([O:5][C:10]([CH:7]1[CH2:9][CH2:8]1)=[O:11])([CH3:4])([CH3:3])[CH3:1], predict the reactants needed to synthesize it. The reactants are: [CH3:1][C:2]([O-:5])([CH3:4])[CH3:3].[K+].[CH:7]1([C:10](Cl)=[O:11])[CH2:9][CH2:8]1.C(=O)([O-])O.[Na+]. (5) Given the product [NH2:1][C:2]1[N:7]=[C:6]([NH:9][C:10]2[CH:11]=[CH:12][C:13]([CH3:17])=[C:14]([OH:16])[CH:15]=2)[CH:5]=[CH:4][N:3]=1, predict the reactants needed to synthesize it. The reactants are: [NH2:1][C:2]1[N:7]=[C:6](Cl)[CH:5]=[CH:4][N:3]=1.[NH2:9][C:10]1[CH:15]=[C:14]([OH:16])[C:13]([CH3:17])=[CH:12][CH:11]=1. (6) Given the product [Cl:13][C:14]1[CH:32]=[C:31]([Cl:33])[CH:30]=[CH:29][C:15]=1[CH2:16][N:17]1[C:21]([CH3:22])=[CH:20][C:19]([CH3:23])=[C:18]1/[CH:24]=[CH:25]/[C:26]([NH:42][S:39]([CH2:34][CH2:35][CH2:36][CH2:37][CH3:38])(=[O:41])=[O:40])=[O:28], predict the reactants needed to synthesize it. The reactants are: Cl.C(N=C=NCCCN(C)C)C.[Cl:13][C:14]1[CH:32]=[C:31]([Cl:33])[CH:30]=[CH:29][C:15]=1[CH2:16][N:17]1[C:21]([CH3:22])=[CH:20][C:19]([CH3:23])=[C:18]1/[CH:24]=[CH:25]/[C:26]([OH:28])=O.[CH2:34]([S:39]([NH2:42])(=[O:41])=[O:40])[CH2:35][CH2:36][CH2:37][CH3:38].Cl.